Dataset: Forward reaction prediction with 1.9M reactions from USPTO patents (1976-2016). Task: Predict the product of the given reaction. (1) The product is: [OH:32][C:29]1([C:3]2[C:2]([NH:7][C:8](=[O:13])[C:9]([CH3:10])([CH3:12])[CH3:11])=[N:1][CH:6]=[CH:5][CH:4]=2)[CH2:30][CH2:31][C:26]([CH3:33])([CH3:25])[CH2:27][CH2:28]1. Given the reactants [N:1]1[CH:6]=[CH:5][CH:4]=[CH:3][C:2]=1[NH:7][C:8](=[O:13])[C:9]([CH3:12])([CH3:11])[CH3:10].C([Li])CCC.CCCCCC.[CH3:25][C:26]1([CH3:33])[CH2:31][CH2:30][C:29](=[O:32])[CH2:28][CH2:27]1, predict the reaction product. (2) Given the reactants N#N.Cl[CH2:4][C:5]1[O:6][CH:7]=[C:8]([CH2:10][O:11][CH3:12])[N:9]=1.[N+:13]([C:16]1[CH:20]=[N:19][NH:18][N:17]=1)([O-:15])=[O:14].CCN(C(C)C)C(C)C, predict the reaction product. The product is: [CH3:12][O:11][CH2:10][C:8]1[N:9]=[C:5]([CH2:4][N:18]2[N:17]=[C:16]([N+:13]([O-:15])=[O:14])[CH:20]=[N:19]2)[O:6][CH:7]=1. (3) Given the reactants [O:1]1[C:5]2[CH:6]=[CH:7][CH:8]=[CH:9][C:4]=2[N:3]=[C:2]1[NH:10][CH:11]1[C@@H:16]2[CH2:17][C@@H:13]([CH2:14][N:15]2C(OC(C)(C)C)=O)[CH2:12]1.Cl, predict the reaction product. The product is: [C@H:16]12[CH2:17][C@H:13]([CH2:12][CH:11]1[NH:10][C:2]1[O:1][C:5]3[CH:6]=[CH:7][CH:8]=[CH:9][C:4]=3[N:3]=1)[CH2:14][NH:15]2. (4) Given the reactants [C:1]1([C:7]2[CH:8]=[CH:9][CH:10]=[C:11]3[C:15]=2[NH:14][C:13]([B:16]2[O:20][C:19]([CH3:22])([CH3:21])[C:18]([CH3:24])([CH3:23])[O:17]2)=[CH:12]3)C=CC=[CH:3][CH:2]=1.C1(B(O)O)CC1, predict the reaction product. The product is: [CH:1]1([C:7]2[CH:8]=[CH:9][CH:10]=[C:11]3[C:15]=2[NH:14][C:13]([B:16]2[O:20][C:19]([CH3:21])([CH3:22])[C:18]([CH3:23])([CH3:24])[O:17]2)=[CH:12]3)[CH2:2][CH2:3]1. (5) The product is: [NH2:6][C@@H:5]1[C:2](=[O:1])[NH:3][C@@H:4]1[CH2:17][N:18]1[CH2:22][CH2:21][O:20][C:19]1=[O:23]. Given the reactants [O:1]=[C:2]1[C@@H:5]([NH:6]C(=O)OCC2C=CC=CC=2)[C@@H:4]([CH2:17][N:18]2[CH2:22][CH2:21][O:20][C:19]2=[O:23])[NH:3]1, predict the reaction product. (6) Given the reactants [Cl:1][C:2]1[CH:7]=[CH:6][CH:5]=[CH:4][C:3]=1[N:8]1[C:17](=O)[C:16]2[C:11](=[N:12][C:13]([S:19][CH3:20])=[N:14][CH:15]=2)[N:10]2[CH:21]=[CH:22][N:23]=[C:9]12.COC1C=CC(P2(SP(C3C=CC(OC)=CC=3)(=S)S2)=[S:33])=CC=1, predict the reaction product. The product is: [Cl:1][C:2]1[CH:7]=[CH:6][CH:5]=[CH:4][C:3]=1[N:8]1[C:17](=[S:33])[C:16]2[C:11](=[N:12][C:13]([S:19][CH3:20])=[N:14][CH:15]=2)[N:10]2[CH:21]=[CH:22][N:23]=[C:9]12. (7) Given the reactants [N:1]1[CH:6]=[CH:5][CH:4]=[CH:3][C:2]=1[CH2:7][CH2:8][C:9]([O:11]CC)=O.[Li+].C[CH:16]([N-:18][CH:19](C)C)C.[N+:22]([C:25]1[CH:26]=[C:27]([NH:31][C:32]2[N:39]=[CH:38][CH:37]=[CH:36][C:33]=2[CH:34]=O)[CH:28]=[CH:29][CH:30]=1)([O-:24])=[O:23].[OH2:40], predict the reaction product. The product is: [N+:22]([C:25]1[CH:26]=[C:27]([N:31]2[C:32]3[C:33](=[CH:36][CH:37]=[CH:38][N:39]=3)[CH:34]=[C:8]([CH2:7][C:2]3[CH:3]=[CH:4][CH:5]=[CH:6][N:1]=3)[C:9]2=[O:11])[CH:28]=[CH:29][CH:30]=1)([O-:24])=[O:23].[CH3:16][N:18]([CH:19]=[O:40])[CH3:2].